From a dataset of Reaction yield outcomes from USPTO patents with 853,638 reactions. Predict the reaction yield, written as a fraction of the theoretical maximum amount of product (1.0 means a 100% yield; for example, 0.34 means a 34% yield). (1) The reactants are [CH3:1][O:2][C:3]1[CH:4]=[C:5]([CH:8]=[CH:9][C:10]=1[O:11][CH3:12])[CH:6]=O.[N:13]([CH2:16][C:17]([O:19][CH3:20])=[O:18])=[N+:14]=[N-:15].C[O-].[Na+]. The catalyst is CO. The product is [N:13]([C:16](=[CH:6][C:5]1[CH:8]=[CH:9][C:10]([O:11][CH3:12])=[C:3]([O:2][CH3:1])[CH:4]=1)[C:17]([O:19][CH3:20])=[O:18])=[N+:14]=[N-:15]. The yield is 0.410. (2) The reactants are [Cl-].O[NH3+:3].[C:4](=[O:7])([O-])[OH:5].[Na+].CS(C)=O.[CH:13]1([CH2:16][N:17]2[C:22](=[O:23])[C:21]([CH2:24][C:25]3[CH:30]=[CH:29][C:28]([C:31]4[C:32]([C:37]#[N:38])=[CH:33][CH:34]=[CH:35][CH:36]=4)=[CH:27][CH:26]=3)=[C:20]([CH2:39][CH2:40][CH3:41])[N:19]3[N:42]=[CH:43][N:44]=[C:18]23)[CH2:15][CH2:14]1. The catalyst is C(OCC)(=O)C. The product is [CH:13]1([CH2:16][N:17]2[C:22](=[O:23])[C:21]([CH2:24][C:25]3[CH:30]=[CH:29][C:28]([C:31]4[CH:36]=[CH:35][CH:34]=[CH:33][C:32]=4[C:37]4[NH:3][C:4](=[O:7])[O:5][N:38]=4)=[CH:27][CH:26]=3)=[C:20]([CH2:39][CH2:40][CH3:41])[N:19]3[N:42]=[CH:43][N:44]=[C:18]23)[CH2:14][CH2:15]1. The yield is 0.270. (3) The reactants are [CH2:1]([C:5]1[O:6][C:7]2[CH:13]=[CH:12][CH:11]=[CH:10][C:8]=2[CH:9]=1)[CH2:2][CH2:3][CH3:4].[Br:14][C:15]1[CH:23]=[CH:22][C:18]([C:19](Cl)=[O:20])=[CH:17][CH:16]=1.[Al+3].[Cl-].[Cl-].[Cl-]. The catalyst is ClCCl. The product is [Br:14][C:15]1[CH:23]=[CH:22][C:18]([C:19]([C:9]2[C:8]3[CH:10]=[CH:11][CH:12]=[CH:13][C:7]=3[O:6][C:5]=2[CH2:1][CH2:2][CH2:3][CH3:4])=[O:20])=[CH:17][CH:16]=1. The yield is 0.360. (4) The reactants are [NH:1](C(OCC1C=CC=CC=1)=O)[C@H:2]([C:12]([NH:14][CH2:15][C:16]([NH:18][CH2:19][C:20]([NH2:22])=[O:21])=[O:17])=[O:13])[CH2:3][CH2:4][C:5](=[O:11])[O:6][C:7]([CH3:10])([CH3:9])[CH3:8].O. The catalyst is CO.[Pd]. The product is [NH2:1][C@H:2]([C:12]([NH:14][CH2:15][C:16]([NH:18][CH2:19][C:20]([NH2:22])=[O:21])=[O:17])=[O:13])[CH2:3][CH2:4][C:5](=[O:11])[O:6][C:7]([CH3:9])([CH3:10])[CH3:8]. The yield is 0.940.